Task: Predict the reaction yield, written as a fraction of the theoretical maximum amount of product (1.0 means a 100% yield; for example, 0.34 means a 34% yield).. Dataset: Reaction yield outcomes from USPTO patents with 853,638 reactions (1) The reactants are C(N(CC)CC)C.[O:8]1[CH2:13][CH2:12][CH2:11][CH2:10][CH:9]1[O:14][CH2:15][CH2:16][O:17][C:18]1[S:19][CH:20]=[C:21]([C:23]([NH2:25])=O)[N:22]=1.P(Cl)(Cl)(Cl)=O. The catalyst is ClCCl. The product is [O:8]1[CH2:13][CH2:12][CH2:11][CH2:10][CH:9]1[O:14][CH2:15][CH2:16][O:17][C:18]1[S:19][CH:20]=[C:21]([C:23]#[N:25])[N:22]=1. The yield is 0.889. (2) The reactants are I[CH2:2][CH2:3][CH2:4][CH2:5][CH2:6][CH2:7][I:8].[OH:9][C:10]1[C:11](=[O:21])[C:12]2[C:17]([C:18](=[O:20])[CH:19]=1)=[CH:16][CH:15]=[CH:14][CH:13]=2. The catalyst is C1C=CC=CC=1.[Ag]. The product is [I:8][CH2:7][CH2:6][CH2:5][CH2:4][CH2:3][CH2:2][O:20][C:18]1[C:17]2[C:12](=[CH:13][CH:14]=[CH:15][CH:16]=2)[C:11](=[O:21])[C:10](=[O:9])[CH:19]=1. The yield is 0.570. (3) The reactants are [CH3:1][C:2]1[N:3]([C:8]2[CH:17]=[C:16]3[C:11]([CH2:12][CH2:13][C:14](=S)[N:15]3[CH:18]([CH3:24])[C:19](OCC)=[O:20])=[CH:10][CH:9]=2)[C:4]([CH3:7])=[CH:5][CH:6]=1.O.[NH2:27][NH2:28]. The catalyst is CCO. The product is [CH3:7][C:4]1[N:3]([C:8]2[CH:17]=[C:16]3[C:11]([CH2:12][CH2:13][C:14]4[N:15]3[CH:18]([CH3:24])[C:19](=[O:20])[NH:27][N:28]=4)=[CH:10][CH:9]=2)[C:2]([CH3:1])=[CH:6][CH:5]=1. The yield is 0.810. (4) The reactants are C([O:3][C:4](=[O:25])[CH2:5][C@H:6]1[C:14]2[C:9](=[CH:10][C:11]([O:15][CH2:16][CH2:17][C:18]3[N:19]=[C:20](Br)[S:21][C:22]=3[CH3:23])=[CH:12][CH:13]=2)[CH2:8][CH2:7]1)C.[CH3:26][CH2:27]O.[Li+].[OH-]. The catalyst is C1COCC1.O. The product is [CH:9]([C:26]1[CH:27]=[CH:7][C:6]([C:20]2[S:21][C:22]([CH3:23])=[C:18]([CH2:17][CH2:16][O:15][C:11]3[CH:10]=[C:9]4[C:14](=[CH:13][CH:12]=3)[C@H:6]([CH2:5][C:4]([OH:3])=[O:25])[CH2:7][CH2:8]4)[N:19]=2)=[CH:5][CH:4]=1)([CH3:10])[CH3:8]. The yield is 0.660.